Regression/Classification. Given a drug SMILES string, predict its absorption, distribution, metabolism, or excretion properties. Task type varies by dataset: regression for continuous measurements (e.g., permeability, clearance, half-life) or binary classification for categorical outcomes (e.g., BBB penetration, CYP inhibition). Dataset: cyp1a2_veith. From a dataset of CYP1A2 inhibition data for predicting drug metabolism from PubChem BioAssay. (1) The molecule is Nc1ccc(S(=O)(=O)NC(=O)c2ccccc2)cc1. The result is 0 (non-inhibitor). (2) The compound is CC1(CCC(=O)OC2CCCCC2)OCCO1. The result is 0 (non-inhibitor). (3) The molecule is CC(C)NCCOCCSc1ccc(Cl)cc1.O=C(O)C(=O)O. The result is 1 (inhibitor). (4) The compound is c1ccc2c(c1)Sc1ccccc1N2C[C@H]1CN2CCC1CC2. The result is 0 (non-inhibitor). (5) The drug is Cc1cccc(CNc2nc(-c3ccc4c(c3)OCO4)nc3ccccc23)c1. The result is 1 (inhibitor). (6) The drug is COC(=O)Nc1ccc(=O)n(Cc2c(Cl)cccc2Cl)c1. The result is 0 (non-inhibitor). (7) The compound is CC(C)(C)NS(=O)(=O)c1ccc(NC(=O)NC2CCCCC2)cc1. The result is 0 (non-inhibitor). (8) The result is 0 (non-inhibitor). The molecule is Nc1nc(N2CCOCC2)cc(=O)[nH]1. (9) The compound is COCC(=O)N1CCC2(CC1)CCN(C(=O)Nc1cccc(C#N)c1)CC2. The result is 0 (non-inhibitor).